The task is: Predict which catalyst facilitates the given reaction.. This data is from Catalyst prediction with 721,799 reactions and 888 catalyst types from USPTO. (1) Reactant: [CH3:1][C:2]1[CH:7]=[CH:6][C:5](Br)=[CH:4][CH:3]=1.B1(B2OC(C)(C)C(C)(C)O2)OC(C)(C)C(C)(C)O1.C([O-])(=O)C.[K+].[Br:32][C:33]1[CH:34]=[C:35]2[C:40](=[CH:41][CH:42]=1)[N:39]=[CH:38][CH:37]=[C:36]2I.C([O-])([O-])=O.[K+].[K+]. Product: [Br:32][C:33]1[CH:34]=[C:35]2[C:40](=[CH:41][CH:42]=1)[N:39]=[CH:38][CH:37]=[C:36]2[C:5]1[CH:6]=[CH:7][C:2]([CH3:1])=[CH:3][CH:4]=1. The catalyst class is: 505. (2) Reactant: [F:1][C:2]1[CH:9]=[N:8][CH:7]=[C:6]([F:10])[C:3]=1[CH:4]=[O:5].[BH4-].[Na+].[Cl-].[Na+]. Product: [F:10][C:6]1[CH:7]=[N:8][CH:9]=[C:2]([F:1])[C:3]=1[CH2:4][OH:5]. The catalyst class is: 5.